Dataset: Peptide-MHC class I binding affinity with 185,985 pairs from IEDB/IMGT. Task: Regression. Given a peptide amino acid sequence and an MHC pseudo amino acid sequence, predict their binding affinity value. This is MHC class I binding data. (1) The peptide sequence is LLVLQAGFF. The MHC is Patr-A0701 with pseudo-sequence Patr-A0701. The binding affinity (normalized) is 0.174. (2) The peptide sequence is MYIFFASFYY. The MHC is HLA-A01:01 with pseudo-sequence HLA-A01:01. The binding affinity (normalized) is 0.186.